This data is from HIV replication inhibition screening data with 41,000+ compounds from the AIDS Antiviral Screen. The task is: Binary Classification. Given a drug SMILES string, predict its activity (active/inactive) in a high-throughput screening assay against a specified biological target. (1) The drug is O=C(CCc1n[nH]c(=S)o1)Nc1cc(Cl)ccc1Cl. The result is 0 (inactive). (2) The molecule is COc1nc(N)c(N=O)c(=O)n1C. The result is 0 (inactive). (3) The drug is O=C(C=Cc1ccccc1)NC1C=Nc2ccccc2NC1=O. The result is 1 (active).